Dataset: NCI-60 drug combinations with 297,098 pairs across 59 cell lines. Task: Regression. Given two drug SMILES strings and cell line genomic features, predict the synergy score measuring deviation from expected non-interaction effect. (1) Drug 1: CCCS(=O)(=O)NC1=C(C(=C(C=C1)F)C(=O)C2=CNC3=C2C=C(C=N3)C4=CC=C(C=C4)Cl)F. Synergy scores: CSS=38.2, Synergy_ZIP=-1.74, Synergy_Bliss=-1.50, Synergy_Loewe=-17.6, Synergy_HSA=-1.95. Drug 2: C1=CC(=CC=C1C#N)C(C2=CC=C(C=C2)C#N)N3C=NC=N3. Cell line: UACC-257. (2) Drug 1: CC12CCC3C(C1CCC2=O)CC(=C)C4=CC(=O)C=CC34C. Drug 2: CCCS(=O)(=O)NC1=C(C(=C(C=C1)F)C(=O)C2=CNC3=C2C=C(C=N3)C4=CC=C(C=C4)Cl)F. Cell line: A498. Synergy scores: CSS=32.5, Synergy_ZIP=-0.405, Synergy_Bliss=-0.974, Synergy_Loewe=-1.70, Synergy_HSA=-1.27. (3) Synergy scores: CSS=50.1, Synergy_ZIP=-0.746, Synergy_Bliss=0.278, Synergy_Loewe=-26.2, Synergy_HSA=1.16. Drug 2: COC1=CC(=CC(=C1O)OC)C2C3C(COC3=O)C(C4=CC5=C(C=C24)OCO5)OC6C(C(C7C(O6)COC(O7)C8=CC=CS8)O)O. Drug 1: CN1CCC(CC1)COC2=C(C=C3C(=C2)N=CN=C3NC4=C(C=C(C=C4)Br)F)OC. Cell line: SF-295. (4) Drug 1: CNC(=O)C1=CC=CC=C1SC2=CC3=C(C=C2)C(=NN3)C=CC4=CC=CC=N4. Drug 2: COC1=CC(=CC(=C1O)OC)C2C3C(COC3=O)C(C4=CC5=C(C=C24)OCO5)OC6C(C(C7C(O6)COC(O7)C8=CC=CS8)O)O. Cell line: ACHN. Synergy scores: CSS=56.1, Synergy_ZIP=-3.54, Synergy_Bliss=-5.03, Synergy_Loewe=-14.6, Synergy_HSA=-3.56. (5) Drug 1: COC1=NC(=NC2=C1N=CN2C3C(C(C(O3)CO)O)O)N. Drug 2: C(CC(=O)O)C(=O)CN.Cl. Cell line: OVCAR-8. Synergy scores: CSS=-3.59, Synergy_ZIP=2.33, Synergy_Bliss=1.56, Synergy_Loewe=-2.56, Synergy_HSA=-2.41. (6) Drug 2: C1CN1P(=S)(N2CC2)N3CC3. Cell line: T-47D. Synergy scores: CSS=1.67, Synergy_ZIP=-5.19, Synergy_Bliss=-9.59, Synergy_Loewe=-8.74, Synergy_HSA=-8.25. Drug 1: CC(CN1CC(=O)NC(=O)C1)N2CC(=O)NC(=O)C2. (7) Drug 1: CC1=C(N=C(N=C1N)C(CC(=O)N)NCC(C(=O)N)N)C(=O)NC(C(C2=CN=CN2)OC3C(C(C(C(O3)CO)O)O)OC4C(C(C(C(O4)CO)O)OC(=O)N)O)C(=O)NC(C)C(C(C)C(=O)NC(C(C)O)C(=O)NCCC5=NC(=CS5)C6=NC(=CS6)C(=O)NCCC[S+](C)C)O. Drug 2: C1CN(CCN1C(=O)CCBr)C(=O)CCBr. Cell line: MCF7. Synergy scores: CSS=23.0, Synergy_ZIP=-7.32, Synergy_Bliss=-3.48, Synergy_Loewe=1.98, Synergy_HSA=2.08.